Dataset: Reaction yield outcomes from USPTO patents with 853,638 reactions. Task: Predict the reaction yield, written as a fraction of the theoretical maximum amount of product (1.0 means a 100% yield; for example, 0.34 means a 34% yield). (1) The product is [I:8][C:5]1[CH:6]=[CH:7][C:2]2[N:3]([CH:10]=[C:11]([C:12]([O:14][CH2:15][CH3:16])=[O:13])[N:1]=2)[N:4]=1. The catalyst is CN(C)C(=O)C. The reactants are [NH2:1][C:2]1[N:3]=[N:4][C:5]([I:8])=[CH:6][CH:7]=1.Br[CH2:10][C:11](=O)[C:12]([O:14][CH2:15][CH3:16])=[O:13].P([O-])([O-])(O)=O.[Na+].[Na+]. The yield is 0.440. (2) The reactants are [OH:1][C:2]1[CH:3]=[C:4]([C:11]([OH:13])=[O:12])[CH:5]=[C:6]([CH:10]=1)[C:7]([OH:9])=[O:8].[Si:14](Cl)([C:17]([CH3:20])([CH3:19])[CH3:18])([CH3:16])[CH3:15].N1C=CN=C1.C(OCC)C. The catalyst is CN(C)C=O.O. The product is [Si:14]([O:1][C:2]1[CH:3]=[C:4]([C:11]([OH:13])=[O:12])[CH:5]=[C:6]([C:7]([OH:9])=[O:8])[CH:10]=1)([C:17]([CH3:20])([CH3:19])[CH3:18])([CH3:16])[CH3:15]. The yield is 0.680. (3) The reactants are [NH2:1][C:2]1[CH:31]=[CH:30][C:5]2[NH:6][C:7]([C:12]3[C:13](=[O:29])[C:14]([CH2:24][CH2:25][CH:26]4[CH2:28][CH2:27]4)([CH3:23])[C:15]4[C:20]([C:21]=3[OH:22])=[CH:19][CH:18]=[CH:17][CH:16]=4)=[N:8][S:9](=[O:11])(=[O:10])[C:4]=2[CH:3]=1.C(N(CC)C(C)C)(C)C.[C:41]([O:45][C:46](=[O:52])[CH2:47][S:48](Cl)(=[O:50])=[O:49])([CH3:44])([CH3:43])[CH3:42]. The catalyst is ClCCl. The product is [CH:26]1([CH2:25][CH2:24][C:14]2([CH3:23])[C:15]3[C:20](=[CH:19][CH:18]=[CH:17][CH:16]=3)[C:21]([OH:22])=[C:12]([C:7]3[NH:6][C:5]4[CH:30]=[CH:31][C:2]([NH:1][S:48]([CH2:47][C:46]([O:45][C:41]([CH3:44])([CH3:43])[CH3:42])=[O:52])(=[O:50])=[O:49])=[CH:3][C:4]=4[S:9](=[O:11])(=[O:10])[N:8]=3)[C:13]2=[O:29])[CH2:28][CH2:27]1. The yield is 0.305. (4) The yield is 0.820. The product is [Br:14][C:15]1[CH:16]=[C:17]([NH:18][C:12]([NH2:11])=[S:13])[CH:19]=[CH:20][CH:21]=1. The catalyst is CC(C)=O. The reactants are C(Cl)(=O)C1C=CC=CC=1.[NH4+].[N:11]#[C:12][S-:13].[Br:14][C:15]1[CH:16]=[C:17]([CH:19]=[CH:20][CH:21]=1)[NH2:18]. (5) The reactants are O[Li].O.C([O:6][C:7](=[O:23])[CH2:8][C:9]([NH:11][C:12]1[S:13][CH:14]=[C:15]([C:17]2[CH:22]=[CH:21][CH:20]=[CH:19][CH:18]=2)[N:16]=1)=[O:10])C. The catalyst is CO.C1COCC1.O. The product is [C:17]1([C:15]2[N:16]=[C:12]([NH:11][C:9](=[O:10])[CH2:8][C:7]([OH:23])=[O:6])[S:13][CH:14]=2)[CH:18]=[CH:19][CH:20]=[CH:21][CH:22]=1. The yield is 0.870. (6) The reactants are [N+:1]([C:4]1[CH:5]=[CH:6][C:7]2[C:11]3[CH:12]=[CH:13][CH:14]=[CH:15][C:10]=3[O:9][C:8]=2[CH:16]=1)([O-])=O. The catalyst is [Pd].CO. The product is [CH:6]1[C:7]2[C:11]3[CH:12]=[CH:13][CH:14]=[CH:15][C:10]=3[O:9][C:8]=2[CH:16]=[C:4]([NH2:1])[CH:5]=1. The yield is 0.980. (7) The reactants are [Cl:1][C:2]1[CH:7]=[CH:6][N:5]=[C:4]2[CH:8]=[C:9]([C:11]3[CH:18]=[CH:17][C:14]([CH:15]=[O:16])=[CH:13][N:12]=3)[S:10][C:3]=12.[CH2:19](O)[CH2:20][OH:21].[C@@]12(CS(O)(=O)=O)C(C)(C)C(CC1)CC2=O. The catalyst is C1(C)C=CC=CC=1. The product is [O:16]1[CH2:19][CH2:20][O:21][CH:15]1[C:14]1[CH:17]=[CH:18][C:11]([C:9]2[S:10][C:3]3[C:4](=[N:5][CH:6]=[CH:7][C:2]=3[Cl:1])[CH:8]=2)=[N:12][CH:13]=1. The yield is 0.890. (8) The reactants are [NH2:1][C:2]1[C:6]2=[N:7][CH:8]=[C:9]([CH:11]=[CH2:12])[CH:10]=[C:5]2[S:4][C:3]=1[C:13]([O:15][CH3:16])=[O:14].CO. The catalyst is [Pd]. The product is [NH2:1][C:2]1[C:6]2=[N:7][CH:8]=[C:9]([CH2:11][CH3:12])[CH:10]=[C:5]2[S:4][C:3]=1[C:13]([O:15][CH3:16])=[O:14]. The yield is 0.996.